Dataset: Reaction yield outcomes from USPTO patents with 853,638 reactions. Task: Predict the reaction yield, written as a fraction of the theoretical maximum amount of product (1.0 means a 100% yield; for example, 0.34 means a 34% yield). The reactants are [C:1]([O:5][C:6]([N:8]1[CH2:12][CH:11]([O:13]C(=O)C2C=CC([N+]([O-])=O)=CC=2)[CH:10]2[N:25]([C:28]([O:30][CH2:31][C:32]3[CH:37]=[CH:36][CH:35]=[CH:34][CH:33]=3)=[O:29])[CH2:26][CH2:27][CH:9]12)=[O:7])([CH3:4])([CH3:3])[CH3:2].[OH-].[Na+]. The catalyst is C1COCC1.CO. The product is [C:1]([O:5][C:6]([N:8]1[CH2:12][CH:11]([OH:13])[CH:10]2[N:25]([C:28]([O:30][CH2:31][C:32]3[CH:37]=[CH:36][CH:35]=[CH:34][CH:33]=3)=[O:29])[CH2:26][CH2:27][CH:9]12)=[O:7])([CH3:4])([CH3:2])[CH3:3]. The yield is 0.880.